From a dataset of Reaction yield outcomes from USPTO patents with 853,638 reactions. Predict the reaction yield, written as a fraction of the theoretical maximum amount of product (1.0 means a 100% yield; for example, 0.34 means a 34% yield). (1) The reactants are [NH2:1][C:2]1[CH:3]=[C:4]([C:9]([Br:12])=[CH:10][N:11]=1)[C:5]([O:7][CH3:8])=[O:6].[CH2:13]([N:15]=[C:16]=[O:17])[CH3:14]. The catalyst is C(Cl)(Cl)Cl. The product is [Br:12][C:9]1[C:4]([C:5]([O:7][CH3:8])=[O:6])=[CH:3][C:2]([NH:1][C:16]([NH:15][CH2:13][CH3:14])=[O:17])=[N:11][CH:10]=1. The yield is 0.960. (2) The reactants are [Br:1][C:2]1[CH:3]=[C:4]([CH2:8][NH2:9])[CH:5]=[N:6][CH:7]=1.[CH:10]1([CH:15]=O)[CH2:14][CH2:13][CH2:12][CH2:11]1.[BH3-]C#N.[Na+]. The catalyst is CO. The product is [Br:1][C:2]1[CH:3]=[C:4]([CH2:8][NH:9][CH2:15][CH:10]2[CH2:14][CH2:13][CH2:12][CH2:11]2)[CH:5]=[N:6][CH:7]=1. The yield is 0.793. (3) The reactants are [N+:1]([C:4]1[CH:8]=[CH:7][NH:6][N:5]=1)([O-:3])=[O:2].Br[C:10]1[CH:15]=[CH:14][C:13]([CH3:16])=[C:12]([CH3:17])[CH:11]=1.N1CCC[C@H]1C(O)=O.C(=O)([O-])[O-].[K+].[K+]. The catalyst is CS(C)=O.O.[Cu]I. The product is [CH3:17][C:12]1[CH:11]=[C:10]([N:6]2[CH:7]=[CH:8][C:4]([N+:1]([O-:3])=[O:2])=[N:5]2)[CH:15]=[CH:14][C:13]=1[CH3:16]. The yield is 0.0900.